The task is: Predict the reaction yield, written as a fraction of the theoretical maximum amount of product (1.0 means a 100% yield; for example, 0.34 means a 34% yield).. This data is from Reaction yield outcomes from USPTO patents with 853,638 reactions. The reactants are Cl[C:2]1[CH:11]=[C:10]([C:12]([NH:14][CH2:15][C@H:16]2[CH2:21][CH2:20][C@H:19]([CH2:22][NH:23][C:24](=[O:30])[O:25][C:26]([CH3:29])([CH3:28])[CH3:27])[CH2:18][CH2:17]2)=[O:13])[C:9]2[C:4](=[CH:5][CH:6]=[CH:7][CH:8]=2)[N:3]=1.[NH:31]1[CH2:34][CH:33]([C:35]([OH:37])=[O:36])[CH2:32]1.C([O-])([O-])=O.[K+].[K+]. The catalyst is N1C=CC=CC=1. The product is [C:26]([O:25][C:24]([NH:23][CH2:22][C@H:19]1[CH2:20][CH2:21][C@H:16]([CH2:15][NH:14][C:12]([C:10]2[C:9]3[C:4](=[CH:5][CH:6]=[CH:7][CH:8]=3)[N:3]=[C:2]([N:31]3[CH2:34][CH:33]([C:35]([OH:37])=[O:36])[CH2:32]3)[CH:11]=2)=[O:13])[CH2:17][CH2:18]1)=[O:30])([CH3:29])([CH3:28])[CH3:27]. The yield is 0.150.